Dataset: Full USPTO retrosynthesis dataset with 1.9M reactions from patents (1976-2016). Task: Predict the reactants needed to synthesize the given product. The reactants are: [NH2:1][C:2]1[S:3][CH:4]=[C:5]([C:7]2[CH:12]=[CH:11][C:10]([NH:13][C:14](=[O:16])[CH3:15])=[CH:9][CH:8]=2)[N:6]=1.[C:17]1([C:23]2[CH:28]=[CH:27][C:26]([S:29](Cl)(=[O:31])=[O:30])=[CH:25][CH:24]=2)[CH:22]=[CH:21][CH:20]=[CH:19][CH:18]=1. Given the product [C:23]1([C:17]2[CH:22]=[CH:21][CH:20]=[CH:19][CH:18]=2)[CH:28]=[CH:27][C:26]([S:29]([NH:1][C:2]2[S:3][CH:4]=[C:5]([C:7]3[CH:8]=[CH:9][C:10]([NH:13][C:14](=[O:16])[CH3:15])=[CH:11][CH:12]=3)[N:6]=2)(=[O:31])=[O:30])=[CH:25][CH:24]=1, predict the reactants needed to synthesize it.